From a dataset of Reaction yield outcomes from USPTO patents with 853,638 reactions. Predict the reaction yield, written as a fraction of the theoretical maximum amount of product (1.0 means a 100% yield; for example, 0.34 means a 34% yield). (1) The catalyst is ClCCCl.C(OCC)(=O)C. The yield is 0.690. The product is [CH:23]1([O:22][C:19]2[CH:18]=[CH:17][C:16]([CH2:15][C:14]3[CH:13]=[CH:12][C:7]([C:8]([O:10][CH3:11])=[O:9])=[CH:6][C:5]=3[O:4][CH2:3][O:2][CH3:1])=[CH:21][CH:20]=2)[CH2:26][CH2:24]1. The reactants are [CH3:1][O:2][CH2:3][O:4][C:5]1[CH:6]=[C:7]([CH:12]=[CH:13][C:14]=1[CH2:15][C:16]1[CH:21]=[CH:20][C:19]([O:22][CH:23]=[CH2:24])=[CH:18][CH:17]=1)[C:8]([O:10][CH3:11])=[O:9].Cl[CH2:26]I.C([Zn]CC)C.[Cl-].[NH4+]. (2) The catalyst is C1COCC1. The reactants are [C:1]([O:5][C:6]([N:8]1[CH2:12][C@H:11]([F:13])[CH2:10][C@H:9]1[C:14]([OH:16])=[O:15])=[O:7])([CH3:4])([CH3:3])[CH3:2].[C:17](=O)([O-])[O-].[K+].[K+].CI. The product is [F:13][C@H:11]1[CH2:12][N:8]([C:6]([O:5][C:1]([CH3:4])([CH3:2])[CH3:3])=[O:7])[C@H:9]([C:14]([O:16][CH3:17])=[O:15])[CH2:10]1. The yield is 0.380. (3) The reactants are [N:1]([O-])=O.[Na+].[CH2:5]([N:10]1[C:18]2[N:17]=[CH:16][NH:15][C:14]=2[C:13](=[O:19])[NH:12]/[C:11]/1=[N:20]\[NH2:21])[CH2:6][CH2:7][CH2:8][CH3:9].C([O-])(O)=O.[Na+]. The catalyst is Cl. The product is [CH2:5]([N:10]1[C:18]2[N:17]=[CH:16][NH:15][C:14]=2[C:13](=[O:19])[N:12]2[N:1]=[N:21][N:20]=[C:11]12)[CH2:6][CH2:7][CH2:8][CH3:9]. The yield is 0.607.